This data is from Forward reaction prediction with 1.9M reactions from USPTO patents (1976-2016). The task is: Predict the product of the given reaction. (1) Given the reactants [OH-].[Na+].[Cl:3][C:4]1[CH:5]=[C:6]([C:14]2[O:18][N:17]=[C:16]([C:19]3[C:20]([CH2:33][CH3:34])=[C:21]([CH2:25][CH2:26][CH2:27][C:28]([O:30]CC)=[O:29])[CH:22]=[CH:23][CH:24]=3)[N:15]=2)[CH:7]=[CH:8][C:9]=1[O:10][CH:11]([CH3:13])[CH3:12].Cl, predict the reaction product. The product is: [Cl:3][C:4]1[CH:5]=[C:6]([C:14]2[O:18][N:17]=[C:16]([C:19]3[C:20]([CH2:33][CH3:34])=[C:21]([CH2:25][CH2:26][CH2:27][C:28]([OH:30])=[O:29])[CH:22]=[CH:23][CH:24]=3)[N:15]=2)[CH:7]=[CH:8][C:9]=1[O:10][CH:11]([CH3:12])[CH3:13]. (2) Given the reactants [CH:1]([B-](F)(F)F)=[CH2:2].[K+].C(N(CC)CC)C.Br[C:16]1[CH:17]=[C:18]([CH2:23][S:24]([CH2:27][C@@H:28]([CH3:32])[C:29]([OH:31])=[O:30])(=[O:26])=[O:25])[CH:19]=[C:20]([CH3:22])[CH:21]=1, predict the reaction product. The product is: [CH3:32][C@H:28]([CH2:27][S:24]([CH2:23][C:18]1[CH:19]=[C:20]([CH:21]=[CH2:16])[CH:22]=[C:1]([CH3:2])[CH:17]=1)(=[O:25])=[O:26])[C:29]([OH:31])=[O:30]. (3) Given the reactants COC1C=CC(CN(CC2C=CC(OC)=CC=2)C2N=CC(C3C4CCNC=4N=C(N4CCOCC4)N=3)=CN=2)=CC=1.N1C=CC=CC=1.ClC(Cl)(O[C:51](=O)[O:52][C:53](Cl)(Cl)Cl)Cl.NC1C(F)=CC(C(N2CCN(CC)CC2)=O)=CC=1F.[CH2:78]([N:80]1[CH2:85][CH2:84][N:83]([C:86]([C:88]2[CH:93]=[C:92]([F:94])[C:91]([NH:95][C:96]([N:98]3[C:102]4[N:103]=[C:104]([N:132]5[CH2:137]COC[CH2:133]5)[N:105]=[C:106]([C:107]5[CH:108]=[N:109][C:110]([N:113](CC6C=CC(OC)=CC=6)CC6C=CC(OC)=CC=6)=[N:111][CH:112]=5)[C:101]=4[CH2:100][CH2:99]3)=[O:97])=[C:90]([F:138])[CH:89]=2)=[O:87])[CH2:82][CH2:81]1)[CH3:79].C(N[C@H](C(O)=O)CS)(=O)C, predict the reaction product. The product is: [CH2:78]([N:80]1[CH2:85][CH2:84][N:83]([C:86]([C:88]2[CH:89]=[C:90]([F:138])[C:91]([NH:95][C:96]([N:98]3[C:102]4[N:103]=[C:104]([N:132]5[CH2:137][CH2:51][O:52][CH2:53][CH2:133]5)[N:105]=[C:106]([C:107]5[CH:112]=[N:111][C:110]([NH2:113])=[N:109][CH:108]=5)[C:101]=4[CH2:100][CH2:99]3)=[O:97])=[C:92]([F:94])[CH:93]=2)=[O:87])[CH2:82][CH2:81]1)[CH3:79]. (4) Given the reactants [N+:1]([C:4]1[CH:12]=[CH:11][CH:10]=[C:9]2[C:5]=1[CH:6]=[CH:7][N:8]2[CH2:13][CH2:14][CH2:15][N:16]1[CH2:21][CH2:20][O:19][CH2:18][CH2:17]1)([O-])=O, predict the reaction product. The product is: [O:19]1[CH2:20][CH2:21][N:16]([CH2:15][CH2:14][CH2:13][N:8]2[C:9]3[CH:10]=[CH:11][CH:12]=[C:4]([NH2:1])[C:5]=3[CH:6]=[CH:7]2)[CH2:17][CH2:18]1. (5) Given the reactants [Cl:1][C:2]1[CH:7]=[CH:6][C:5]([CH2:8][CH2:9][OH:10])=[C:4]([C:11]([F:14])([F:13])[F:12])[CH:3]=1.CC(C)=[O:17].OS(O)(=O)=O.O=[Cr](=O)=O, predict the reaction product. The product is: [Cl:1][C:2]1[CH:7]=[CH:6][C:5]([CH2:8][C:9]([OH:17])=[O:10])=[C:4]([C:11]([F:12])([F:13])[F:14])[CH:3]=1. (6) Given the reactants [CH2:1]([O:8][C@H:9]1[C@H:14]([O:15][CH2:16][C:17]2[CH:22]=[CH:21][CH:20]=[CH:19][CH:18]=2)[C@@H:13]([O:23][CH2:24][C:25]2[CH:30]=[CH:29][CH:28]=[CH:27][CH:26]=2)[C@@:12]([C:33]2[CH:38]=[CH:37][C:36]([Cl:39])=[C:35]([CH2:40][C:41]3[CH:46]=[CH:45][C:44]([O:47][C:48]([F:51])([F:50])[F:49])=[CH:43][CH:42]=3)[CH:34]=2)([O:31][CH3:32])[O:11][C@:10]1([CH2:54][OH:55])[CH:52]=[O:53])[C:2]1[CH:7]=[CH:6][CH:5]=[CH:4][CH:3]=1.[BH4-].[Na+], predict the reaction product. The product is: [CH2:1]([O:8][C@H:9]1[C@H:14]([O:15][CH2:16][C:17]2[CH:18]=[CH:19][CH:20]=[CH:21][CH:22]=2)[C@@H:13]([O:23][CH2:24][C:25]2[CH:26]=[CH:27][CH:28]=[CH:29][CH:30]=2)[C@@:12]([C:33]2[CH:38]=[CH:37][C:36]([Cl:39])=[C:35]([CH2:40][C:41]3[CH:42]=[CH:43][C:44]([O:47][C:48]([F:51])([F:50])[F:49])=[CH:45][CH:46]=3)[CH:34]=2)([O:31][CH3:32])[O:11][C:10]1([CH2:54][OH:55])[CH2:52][OH:53])[C:2]1[CH:3]=[CH:4][CH:5]=[CH:6][CH:7]=1. (7) Given the reactants [CH3:1][N:2]([CH3:13])[CH2:3][CH2:4][CH2:5][CH2:6][CH2:7][CH2:8][CH2:9][CH2:10][CH2:11][CH3:12].[C:14](=[O:19])([O:17]C)[O:15]C, predict the reaction product. The product is: [C:14](=[O:15])([O-:19])[O-:17].[CH3:1][N+:2]([CH3:14])([CH3:13])[CH2:3][CH2:4][CH2:5][CH2:6][CH2:7][CH2:8][CH2:9][CH2:10][CH2:11][CH3:12].[CH3:1][N+:2]([CH2:3][CH2:4][CH2:5][CH2:6][CH2:7][CH2:8][CH2:9][CH2:10][CH2:11][CH3:12])([CH3:14])[CH3:13]. (8) Given the reactants [OH:1][CH2:2][C:3]1[CH:4]=[C:5]([CH:10]=[CH:11][CH:12]=1)[C:6]([O:8]C)=[O:7].[OH-].[Na+], predict the reaction product. The product is: [OH:1][CH2:2][C:3]1[CH:4]=[C:5]([CH:10]=[CH:11][CH:12]=1)[C:6]([OH:8])=[O:7]. (9) Given the reactants [C:1]([C:5]1[CH:13]=[C:12]2[C:8]([CH2:9][CH2:10][N:11]2[S:14]([C:17]2[CH:24]=[CH:23][C:20]([C:21]#[N:22])=[CH:19][CH:18]=2)(=[O:16])=[O:15])=[CH:7][C:6]=1[S:25]C#N)([CH3:4])([CH3:3])[CH3:2].S.[Na].[BH4-].[Na+].CO, predict the reaction product. The product is: [C:1]([C:5]1[CH:13]=[C:12]2[C:8]([CH2:9][CH2:10][N:11]2[S:14]([C:17]2[CH:18]=[CH:19][C:20]([C:21]#[N:22])=[CH:23][CH:24]=2)(=[O:15])=[O:16])=[CH:7][C:6]=1[SH:25])([CH3:4])([CH3:2])[CH3:3]. (10) Given the reactants [CH3:1][C:2]1([CH3:28])[CH2:7][CH:6]([NH:8][C:9]2[N:14]=[C:13]([C:15]3[CH:20]=[CH:19][C:18]([CH2:21][CH2:22]C(O)=O)=[CH:17][CH:16]=3)[CH:12]=[CH:11][N:10]=2)[CH2:5][C:4]([CH3:27])([CH3:26])[NH:3]1.C([N:31](CC)CC)C.C1(P(N=[N+]=[N-])(C2C=CC=CC=2)=O)C=CC=CC=1.Cl, predict the reaction product. The product is: [NH2:31][CH2:22][CH2:21][C:18]1[CH:17]=[CH:16][C:15]([C:13]2[CH:12]=[CH:11][N:10]=[C:9]([NH:8][CH:6]3[CH2:7][C:2]([CH3:1])([CH3:28])[NH:3][C:4]([CH3:26])([CH3:27])[CH2:5]3)[N:14]=2)=[CH:20][CH:19]=1.